From a dataset of Reaction yield outcomes from USPTO patents with 853,638 reactions. Predict the reaction yield, written as a fraction of the theoretical maximum amount of product (1.0 means a 100% yield; for example, 0.34 means a 34% yield). (1) The reactants are [F:1][C:2]1[CH:7]=[C:6]([F:8])[CH:5]=[CH:4][C:3]=1[C:9]1[C:13]([C:14]2[CH:15]=[CH:16][C:17]3[N:18]([C:20]([CH:23]([CH3:25])[CH3:24])=[N:21][N:22]=3)[N:19]=2)=[CH:12][N:11]([CH:26]2[CH2:30][CH2:29][N:28](C(OC(C)(C)C)=O)[CH2:27]2)[N:10]=1.FC1C=C(F)C=CC=1C1N(C2CCN(C(OC(C)(C)C)=O)C2)N=CC=1C1C=CC2N(C(C(C)C)=NN=2)N=1.Cl. The catalyst is O1CCOCC1. The product is [F:1][C:2]1[CH:7]=[C:6]([F:8])[CH:5]=[CH:4][C:3]=1[C:9]1[C:13]([C:14]2[CH:15]=[CH:16][C:17]3[N:18]([C:20]([CH:23]([CH3:24])[CH3:25])=[N:21][N:22]=3)[N:19]=2)=[CH:12][N:11]([CH:26]2[CH2:30][CH2:29][NH:28][CH2:27]2)[N:10]=1. The yield is 0.740. (2) The reactants are [NH:1]([C:8](=[O:33])[CH2:9][N:10]1[C:18]2[CH:17]=[CH:16][C:15]([Cl:19])=[C:14]([Cl:20])[C:13]=2[C:12]2[CH2:21][CH2:22][N:23](C(OC(C)(C)C)=O)[CH2:24][CH2:25][C:11]1=2)[C:2]1[CH:7]=[CH:6][CH:5]=[CH:4][CH:3]=1.C(O)(C(F)(F)F)=O. The catalyst is C(Cl)Cl. The product is [ClH:19].[Cl:19][C:15]1[CH:16]=[CH:17][C:18]2[N:10]([CH2:9][C:8]([NH:1][C:2]3[CH:7]=[CH:6][CH:5]=[CH:4][CH:3]=3)=[O:33])[C:11]3[CH2:25][CH2:24][NH:23][CH2:22][CH2:21][C:12]=3[C:13]=2[C:14]=1[Cl:20]. The yield is 0.670.